From a dataset of Catalyst prediction with 721,799 reactions and 888 catalyst types from USPTO. Predict which catalyst facilitates the given reaction. (1) Reactant: [F:1][C:2]1[C:7]([C:8]2[CH:9]=[C:10]([CH2:24][N:25]([CH3:33])[C:26](=[O:32])[O:27][C:28]([CH3:31])([CH3:30])[CH3:29])[S:11][C:12]=2[S:13]([C:16]2[CH:21]=[CH:20][CH:19]=[C:18]([CH:22]=[O:23])[CH:17]=2)(=[O:15])=[O:14])=[CH:6][CH:5]=[CH:4][N:3]=1.[BH4-].[Na+].C(O)C.Cl. Product: [F:1][C:2]1[C:7]([C:8]2[CH:9]=[C:10]([CH2:24][N:25]([CH3:33])[C:26](=[O:32])[O:27][C:28]([CH3:29])([CH3:30])[CH3:31])[S:11][C:12]=2[S:13]([C:16]2[CH:21]=[CH:20][CH:19]=[C:18]([CH2:22][OH:23])[CH:17]=2)(=[O:14])=[O:15])=[CH:6][CH:5]=[CH:4][N:3]=1. The catalyst class is: 7. (2) Product: [CH:34]1([CH2:37][NH:38][C:27](=[O:28])[C:26]2[CH:30]=[CH:31][C:23]([C:21]3[CH:20]=[CH:19][C:18]4[N:14]([C:10]5[CH:11]=[CH:12][CH:13]=[C:8]([NH:7][C:5]([NH:4][CH2:3][C:2]([F:32])([F:33])[F:1])=[O:6])[CH:9]=5)[CH:15]=[N:16][C:17]=4[CH:22]=3)=[CH:24][CH:25]=2)[CH2:36][CH2:35]1. The catalyst class is: 405. Reactant: [F:1][C:2]([F:33])([F:32])[CH2:3][NH:4][C:5]([NH:7][C:8]1[CH:9]=[C:10]([N:14]2[C:18]3[CH:19]=[CH:20][C:21]([C:23]4[CH:31]=[CH:30][C:26]([C:27](O)=[O:28])=[CH:25][CH:24]=4)=[CH:22][C:17]=3[N:16]=[CH:15]2)[CH:11]=[CH:12][CH:13]=1)=[O:6].[CH:34]1([CH2:37][NH2:38])[CH2:36][CH2:35]1.F[P-](F)(F)(F)(F)F.N1(O[P+](N(C)C)(N(C)C)N(C)C)C2C=CC=CC=2N=N1.C(N(CC)C(C)C)(C)C. (3) Reactant: [F:1][C:2]([F:17])([F:16])[C:3]1[CH:12]=[CH:11][C:10]2[C:5](=[CH:6][CH:7]=[C:8]([C:13]([OH:15])=O)[CH:9]=2)[N:4]=1.F[P-](F)(F)(F)(F)F.C[N+](C)=C(N(C)C)[O:28]N1C2N=CC=CC=2N=N1.C([N:45]([CH2:49][CH3:50])[CH:46]([CH3:48])C)(C)C.Cl.[NH2:52][C@@H:53]([C:55]1[C:60]([F:61])=[CH:59][C:58]([NH:62][S:63]([CH3:66])(=[O:65])=[O:64])=[C:57]([CH3:67])[CH:56]=1)[CH3:54]. Product: [F:61][C:60]1[CH:59]=[C:58]([NH:62][S:63]([CH3:66])(=[O:65])=[O:64])[C:57]([CH3:67])=[CH:56][C:55]=1[C@H:53]([NH:52][C:13]([C:8]1[CH:9]=[C:10]2[C:5](=[CH:6][CH:7]=1)[N:4]=[C:3]([C:2]([F:1])([F:17])[F:16])[CH:12]=[C:11]2[N:45]1[CH2:46][CH2:48][C@@H:50]([OH:28])[CH2:49]1)=[O:15])[CH3:54]. The catalyst class is: 468. (4) Reactant: [CH2:1]([OH:7])[CH2:2][CH2:3][CH2:4][CH2:5][OH:6].[H-].[Na+].[C:10](#[N:13])[CH:11]=[CH2:12]. Product: [OH:6][CH2:5][CH2:4][CH2:3][CH2:2][CH2:1][O:7][CH2:12][CH2:11][C:10]#[N:13]. The catalyst class is: 1. (5) Reactant: C([O:3][C:4](=O)[C:5]1[CH:10]=[C:9]([Cl:11])[CH:8]=[N:7][C:6]=1[NH2:12])C.C(O)(=O)C.[CH:18](N)=[NH:19]. Product: [Cl:11][C:9]1[CH:8]=[N:7][C:6]2[N:12]=[CH:18][N:19]=[C:4]([OH:3])[C:5]=2[CH:10]=1. The catalyst class is: 486. (6) Reactant: [Cu]C#N.[C:4]([Mg]Cl)([CH3:7])([CH3:6])[CH3:5].Br[C:11]1[CH:16]=[CH:15][C:14]([O:17][CH2:18][O:19][CH3:20])=[CH:13][N:12]=1.N. Product: [C:4]([C:11]1[CH:16]=[CH:15][C:14]([O:17][CH2:18][O:19][CH3:20])=[CH:13][N:12]=1)([CH3:7])([CH3:6])[CH3:5]. The catalyst class is: 1.